The task is: Predict the reactants needed to synthesize the given product.. This data is from Full USPTO retrosynthesis dataset with 1.9M reactions from patents (1976-2016). (1) The reactants are: [N+:1]([C:4]1[C:5]([CH:10]=[CH2:11])=[N:6][CH:7]=[CH:8][CH:9]=1)([O-:3])=[O:2].[NH2:12][CH:13]1[CH2:18][CH2:17][N:16]([C:19]([O:21][C:22]([CH3:25])([CH3:24])[CH3:23])=[O:20])[CH2:15][CH2:14]1.C(N(CC)CC)C. Given the product [N+:1]([C:4]1[C:5]([CH2:10][CH2:11][NH:12][CH:13]2[CH2:14][CH2:15][N:16]([C:19]([O:21][C:22]([CH3:25])([CH3:24])[CH3:23])=[O:20])[CH2:17][CH2:18]2)=[N:6][CH:7]=[CH:8][CH:9]=1)([O-:3])=[O:2], predict the reactants needed to synthesize it. (2) Given the product [Cl:37][CH2:36][CH2:35][C:4]1([C:7]([O:9][CH3:10])=[O:8])[CH2:3][CH2:2][CH:1]([C:11]([O:13][CH3:14])=[O:12])[CH2:6][CH2:5]1, predict the reactants needed to synthesize it. The reactants are: [CH:1]1([C:11]([O:13][CH3:14])=[O:12])[CH2:6][CH2:5][CH:4]([C:7]([O:9][CH3:10])=[O:8])[CH2:3][CH2:2]1.CN(C)P(N(C)C)(N(C)C)=O.C([N-]C(C)C)(C)C.[Li+].Br[CH2:35][CH2:36][Cl:37]. (3) Given the product [CH3:16][C:17]1[N:23]=[CH:4][C:5]([C@@H:6]([CH2:7][CH2:8][CH2:9][CH2:10][CH2:11][CH2:12][C:13]2[CH:14]=[CH:15][C:16]3[CH2:22][CH2:21][CH2:20][CH2:19][NH:18][C:17]=3[N:23]=2)[CH2:35][C:34]([OH:32])=[O:36])=[CH:24][N:18]=1, predict the reactants needed to synthesize it. The reactants are: C(O[C:4](=O)[C@H:5]([C:24]1C=NC(C)=NC=1)[CH2:6][CH2:7][CH2:8][CH2:9][CH2:10][CH2:11][CH2:12][C:13]1[CH:14]=[CH:15][C:16]2[CH2:22][CH2:21][CH2:20][CH2:19][NH:18][C:17]=2[N:23]=1)C.[OH-:32].[Na+].[CH2:34]([OH:36])[CH3:35]. (4) Given the product [C:1]([O:4][C@H:5]([CH3:38])[CH2:6][CH2:7][CH2:8][CH2:9][N:10]1[C:19](=[O:20])[C:18]2[NH:17][C:16]([CH2:28][NH:29][O:30][C:31](=[O:36])[C:32]([F:35])([F:33])[F:34])=[N:15][C:14]=2[N:13]([CH3:37])[C:11]1=[O:12])(=[O:3])[CH3:2], predict the reactants needed to synthesize it. The reactants are: [C:1]([O:4][C@H:5]([CH3:38])[CH2:6][CH2:7][CH2:8][CH2:9][N:10]1[C:19](=[O:20])[C:18]2[N:17](CC3C=CC=CC=3)[C:16]([CH2:28][NH:29][O:30][C:31](=[O:36])[C:32]([F:35])([F:34])[F:33])=[N:15][C:14]=2[N:13]([CH3:37])[C:11]1=[O:12])(=[O:3])[CH3:2].[H][H].